Dataset: Full USPTO retrosynthesis dataset with 1.9M reactions from patents (1976-2016). Task: Predict the reactants needed to synthesize the given product. (1) Given the product [C:16]([C:10]1[C:11](=[O:13])[C:18]2[C:7](=[CH:6][C:5]([NH:4][C:1](=[O:3])[CH3:2])=[C:20]([O:21][CH3:22])[CH:19]=2)[NH:8][CH:9]=1)#[N:17], predict the reactants needed to synthesize it. The reactants are: [C:1]([NH:4][C:5]1[CH:6]=[C:7]([CH:18]=[CH:19][C:20]=1[O:21][CH3:22])[NH:8]/[CH:9]=[C:10](\[C:16]#[N:17])/[C:11]([O:13]CC)=O)(=[O:3])[CH3:2].C(NC1C=C(C=CC=1OC)N/C=C(/C#N)\C(OCC)=O)(=O)C.C1(C2C=CC=CC=2)C=CC=CC=1.C1(OC2C=CC=CC=2)C=CC=CC=1. (2) Given the product [C:8]([NH2:16])(=[O:9])[C:7]1[CH:11]=[CH:12][CH:4]=[CH:5][CH:6]=1, predict the reactants needed to synthesize it. The reactants are: FC(F)(F)O[C:4]1[CH:12]=[CH:11][C:7]([C:8](O)=[O:9])=[CH:6][CH:5]=1.C[N:16](C(ON1N=NC2C=CC=NC1=2)=[N+](C)C)C.F[P-](F)(F)(F)(F)F.CCN(C(C)C)C(C)C.NC(C)(COC1C=CC2COB(O)C=2C=1N(C)C)C#N. (3) Given the product [CH2:11]([C:12]1[CH:13]=[C:14]([C:16]([CH2:19][C:20]([CH3:21])([CH3:22])[CH3:23])([CH3:17])[CH3:18])[CH:15]=[C:10]([N:8]2[N:35]=[C:36]3[CH:37]=[CH:38][C:39]([C:2]([F:1])([F:28])[F:27])=[CH:5][C:6]3=[N:7]2)[C:29]=1[OH:30])[C:12]1[CH:13]=[C:14]([C:16]([CH2:19][C:20]([CH3:21])([CH3:22])[CH3:23])([CH3:17])[CH3:18])[CH:15]=[C:10]([N:8]2[N:7]=[C:6]3[CH:25]=[CH:26][C:3]([C:2]([F:1])([F:27])[F:28])=[CH:4][C:5]3=[N:9]2)[C:11]=1[OH:24], predict the reactants needed to synthesize it. The reactants are: [F:1][C:2]([F:28])([F:27])[C:3]1[CH:26]=[CH:25][C:6]2=[N:7][N:8]([C:10]3[CH:15]=[C:14]([C:16]([CH2:19][C:20]([CH3:23])([CH3:22])[CH3:21])([CH3:18])[CH3:17])[CH:13]=[CH:12][C:11]=3[OH:24])[N:9]=[C:5]2[CH:4]=1.[CH2:29]=[O:30].C([NH:35][CH2:36][CH2:37][CH2:38][CH3:39])CCC.C[O-].[Na+].Cl.